Dataset: Full USPTO retrosynthesis dataset with 1.9M reactions from patents (1976-2016). Task: Predict the reactants needed to synthesize the given product. (1) Given the product [F:14][C:11]1[CH:12]=[C:13]2[C:8](=[CH:9][CH:10]=1)[C:7](=[O:15])[N:6]([CH3:16])[CH:5]=[C:4]2[C:26]1[CH:27]=[C:22]([NH:21][S:18]([CH3:17])(=[O:19])=[O:20])[CH:23]=[CH:24][CH:25]=1, predict the reactants needed to synthesize it. The reactants are: N#N.Br[C:4]1[C:13]2[C:8](=[CH:9][CH:10]=[C:11]([F:14])[CH:12]=2)[C:7](=[O:15])[N:6]([CH3:16])[CH:5]=1.[CH3:17][S:18]([NH:21][C:22]1[CH:23]=[C:24](B(O)O)[CH:25]=[CH:26][CH:27]=1)(=[O:20])=[O:19].[O-]P([O-])([O-])=O.[K+].[K+].[K+]. (2) Given the product [NH2:18][C:12]1[C:11]([CH3:21])=[C:10]([NH:9][C:7](=[O:8])[CH2:6][CH:1]2[CH2:2][CH2:3][CH2:4][CH2:5]2)[C:15]([O:16][CH3:17])=[CH:14][CH:13]=1, predict the reactants needed to synthesize it. The reactants are: [CH:1]1([CH2:6][C:7]([NH:9][C:10]2[C:15]([O:16][CH3:17])=[CH:14][CH:13]=[C:12]([N+:18]([O-])=O)[C:11]=2[CH3:21])=[O:8])[CH2:5][CH2:4][CH2:3][CH2:2]1.